From a dataset of Reaction yield outcomes from USPTO patents with 853,638 reactions. Predict the reaction yield, written as a fraction of the theoretical maximum amount of product (1.0 means a 100% yield; for example, 0.34 means a 34% yield). (1) The reactants are [CH3:1][O:2][C:3]([NH:5][C@H:6]([C:11]([N:13]1[C@@H:17]([CH3:18])[CH2:16][CH2:15][C@H:14]1[C:19]1[NH:20][C:21]([C:24]2[CH:29]=[C:28]3[CH2:30][O:31][C:32]4[CH:59]=[C:58]5[C:35]([CH:36]=[CH:37][C:38]6[N:42]=[C:41]([C@@H:43]7[CH2:47][C@H:46]([CH2:48][O:49][CH3:50])[CH2:45][N:44]7[C:51]([O:53]C(C)(C)C)=O)[NH:40][C:39]=65)=[CH:34][C:33]=4[C:27]3=[CH:26][CH:25]=2)=[CH:22][N:23]=1)=[O:12])[C@H:7]([CH2:9][CH3:10])[CH3:8])=[O:4].Cl.[CH3:61][O:62][C:63]([NH:65][C@H:66]([C:70]1[CH:75]=[CH:74][CH:73]=[CH:72][CH:71]=1)C(O)=O)=[O:64].CCN(C(C)C)C(C)C.CCOC(C(C#N)=NOC(N1CCOCC1)=[N+](C)C)=O.F[P-](F)(F)(F)(F)F. The catalyst is C(Cl)Cl.CO. The product is [CH3:1][O:2][C:3]([NH:5][C@@H:6]([C@@H:7]([CH3:8])[CH2:9][CH3:10])[C:11]([N:13]1[C@@H:17]([CH3:18])[CH2:16][CH2:15][C@H:14]1[C:19]1[NH:20][C:21]([C:24]2[CH:29]=[C:28]3[CH2:30][O:31][C:32]4[CH:59]=[C:58]5[C:35]([CH:36]=[CH:37][C:38]6[N:42]=[C:41]([C@@H:43]7[CH2:47][C@H:46]([CH2:48][O:49][CH3:50])[CH2:45][N:44]7[C:51](=[O:53])[C@H:66]([NH:65][C:63](=[O:64])[O:62][CH3:61])[C:70]7[CH:75]=[CH:74][CH:73]=[CH:72][CH:71]=7)[NH:40][C:39]=65)=[CH:34][C:33]=4[C:27]3=[CH:26][CH:25]=2)=[CH:22][N:23]=1)=[O:12])=[O:4]. The yield is 0.410. (2) The reactants are Br[C:2]1[CH:3]=[CH:4][C:5]([Cl:14])=[C:6]([C:8]2[CH:9]=[N:10][CH:11]=[CH:12][CH:13]=2)[CH:7]=1.[B:15]1([B:15]2[O:20][CH2:19][C:18]([CH3:22])([CH3:21])[CH2:17][O:16]2)[O:20][CH2:19][C:18]([CH3:22])([CH3:21])[CH2:17][O:16]1.C([O-])(=O)C.[K+]. The catalyst is O1CCOCC1.Cl[Pd]Cl.C1(P(C2C=CC=CC=2)[C-]2C=CC=C2)C=CC=CC=1.[C-]1(P(C2C=CC=CC=2)C2C=CC=CC=2)C=CC=C1.[Fe+2]. The product is [Cl:14][C:5]1[CH:4]=[CH:3][C:2]([B:15]2[O:20][CH2:19][C:18]([CH3:22])([CH3:21])[CH2:17][O:16]2)=[CH:7][C:6]=1[C:8]1[CH:9]=[N:10][CH:11]=[CH:12][CH:13]=1. The yield is 0.990. (3) The reactants are [Cl:1][C:2]1[CH:10]=[C:9]([C:11]2[CH:12]=[N:13][N:14]([CH3:16])[CH:15]=2)[CH:8]=[C:7]2[C:3]=1[CH:4]=[CH:5][NH:6]2.[BH3-]C#N.[Na+]. The catalyst is CC(O)=O. The product is [Cl:1][C:2]1[CH:10]=[C:9]([C:11]2[CH:12]=[N:13][N:14]([CH3:16])[CH:15]=2)[CH:8]=[C:7]2[C:3]=1[CH2:4][CH2:5][NH:6]2. The yield is 0.600. (4) The reactants are [CH2:1]([O:17][CH2:18][CH:19]([CH2:21][OH:22])[OH:20])[CH2:2][CH2:3][CH2:4][CH2:5][CH2:6][CH2:7][CH2:8][CH2:9][CH2:10][CH2:11][CH2:12][CH2:13][CH2:14][CH2:15][CH3:16].N1C=CN=C1.[Si:28](Cl)([C:31]([CH3:34])([CH3:33])[CH3:32])([CH3:30])[CH3:29].OS(O)(=O)=O. The catalyst is N1C=CC=CC=1. The product is [Si:28]([O:22][CH2:21][CH:19]([CH2:18][O:17][CH2:1][CH2:2][CH2:3][CH2:4][CH2:5][CH2:6][CH2:7][CH2:8][CH2:9][CH2:10][CH2:11][CH2:12][CH2:13][CH2:14][CH2:15][CH3:16])[OH:20])([C:31]([CH3:34])([CH3:33])[CH3:32])([CH3:30])[CH3:29]. The yield is 1.00. (5) The reactants are [CH2:1]([O:3][C:4]1[C:17]2[C:16]3[NH:15][CH2:14][CH2:13][CH2:12][C:11]=3[C:10](=[O:18])[N:9]([CH2:19][O:20][CH3:21])[C:8]=2[CH:7]=[C:6]([CH2:22]O)[CH:5]=1)[CH3:2].S(Cl)([Cl:26])=O. The catalyst is ClCCl. The product is [Cl:26][CH2:22][C:6]1[CH:5]=[C:4]([O:3][CH2:1][CH3:2])[C:17]2[C:16]3[NH:15][CH2:14][CH2:13][CH2:12][C:11]=3[C:10](=[O:18])[N:9]([CH2:19][O:20][CH3:21])[C:8]=2[CH:7]=1. The yield is 0.931. (6) The reactants are [Cl:1][C:2]1[C:3]([O:12][C:13]2[CH:18]=[C:17]([O:19][CH2:20][CH2:21][O:22][CH3:23])[CH:16]=[CH:15][C:14]=2/[CH:24]=[CH:25]/[C:26](O)=[O:27])=[N:4][CH:5]=[C:6]([C:8]([F:11])([F:10])[F:9])[CH:7]=1.Cl.C(N=C=NCCCN(C)C)C.[C:41]1([CH3:51])[CH:46]=[CH:45][CH:44]=[C:43]([S:47]([NH2:50])(=[O:49])=[O:48])[CH:42]=1.Cl. The catalyst is C(#N)C.CN(C)C1C=CN=CC=1.C(OCC)(=O)C. The product is [Cl:1][C:2]1[C:3]([O:12][C:13]2[CH:18]=[C:17]([O:19][CH2:20][CH2:21][O:22][CH3:23])[CH:16]=[CH:15][C:14]=2/[CH:24]=[CH:25]/[C:26]([NH:50][S:47]([C:43]2[CH:44]=[CH:45][CH:46]=[C:41]([CH3:51])[CH:42]=2)(=[O:48])=[O:49])=[O:27])=[N:4][CH:5]=[C:6]([C:8]([F:9])([F:10])[F:11])[CH:7]=1. The yield is 0.630. (7) The catalyst is [Pd].O. The yield is 0.830. The reactants are Br[C:2]1[CH:9]=[CH:8][C:5]([CH:6]=[O:7])=[CH:4][CH:3]=1.[N+:10]([C:13]1[CH:14]=[C:15](B(O)O)[CH:16]=[CH:17][CH:18]=1)([O-:12])=[O:11].CN(C)C=O.C([O-])(=O)C.[K+]. The product is [N+:10]([C:13]1[CH:18]=[C:17]([C:2]2[CH:9]=[CH:8][C:5]([CH:6]=[O:7])=[CH:4][CH:3]=2)[CH:16]=[CH:15][CH:14]=1)([O-:12])=[O:11].